This data is from Peptide-MHC class II binding affinity with 134,281 pairs from IEDB. The task is: Regression. Given a peptide amino acid sequence and an MHC pseudo amino acid sequence, predict their binding affinity value. This is MHC class II binding data. (1) The peptide sequence is GELQIVDKQDAAFKI. The MHC is DRB3_0101 with pseudo-sequence DRB3_0101. The binding affinity (normalized) is 0.652. (2) The peptide sequence is GFLNEDHWASRENSG. The MHC is HLA-DQA10501-DQB10402 with pseudo-sequence HLA-DQA10501-DQB10402. The binding affinity (normalized) is 0.405.